Dataset: Forward reaction prediction with 1.9M reactions from USPTO patents (1976-2016). Task: Predict the product of the given reaction. (1) Given the reactants C(N(CC)CC)C.[Cl:8][C:9]1[CH:22]=[C:21]2[C:12]([NH:13][C:14]3[CH2:15][CH2:16][CH2:17][CH2:18][C:19]=3[C:20]2=[O:23])=[CH:11][CH:10]=1.[S:24](O[S:24]([C:27]([F:30])([F:29])[F:28])(=[O:26])=[O:25])([C:27]([F:30])([F:29])[F:28])(=[O:26])=[O:25], predict the reaction product. The product is: [F:28][C:27]([F:30])([F:29])[S:24]([O:23][C:20]1[C:21]2[C:12]([N:13]=[C:14]3[C:19]=1[CH2:18][CH2:17][CH2:16][CH2:15]3)=[CH:11][CH:10]=[C:9]([Cl:8])[CH:22]=2)(=[O:26])=[O:25]. (2) Given the reactants [F:1][C:2]([F:15])([F:14])[S:3]([O:6]S(C(F)(F)F)(=O)=O)(=[O:5])=[O:4].[C:16]1([C:27]2[CH:32]=[CH:31][C:30](O)=[CH:29][CH:28]=2)([C:20]2[CH:25]=[CH:24][C:23]([OH:26])=[CH:22][CH:21]=2)[CH2:19][CH2:18][CH2:17]1.N1C=CC=CC=1.Cl, predict the reaction product. The product is: [F:1][C:2]([F:15])([F:14])[S:3]([O:6][C:30]1[CH:29]=[CH:28][C:27]([C:16]2([C:20]3[CH:21]=[CH:22][C:23]([OH:26])=[CH:24][CH:25]=3)[CH2:19][CH2:18][CH2:17]2)=[CH:32][CH:31]=1)(=[O:5])=[O:4]. (3) Given the reactants [OH:1][C:2]1[CH:3]=[CH:4][C:5]2[O:10][CH2:9][C:8](=O)[NH:7][C:6]=2[C:12]=1[CH3:13].CO, predict the reaction product. The product is: [CH3:13][C:12]1[C:6]2[NH:7][CH2:8][CH2:9][O:10][C:5]=2[CH:4]=[CH:3][C:2]=1[OH:1]. (4) Given the reactants [C:1]([O:5][C:6](=[O:30])[NH:7][CH2:8][CH2:9][CH2:10][C:11](=[N:18][NH:19][C:20](=[O:29])[C:21]1[CH:26]=[C:25]([F:27])[CH:24]=[CH:23][C:22]=1[F:28])[C:12]1[CH:17]=[CH:16][CH:15]=[CH:14][CH:13]=1)([CH3:4])([CH3:3])[CH3:2].[C:31](O[C:31](=[O:35])[CH:32]([CH3:34])[CH3:33])(=[O:35])[CH:32]([CH3:34])[CH3:33], predict the reaction product. The product is: [C:1]([O:5][C:6](=[O:30])[NH:7][CH2:8][CH2:9][CH2:10][C:11]1([C:12]2[CH:17]=[CH:16][CH:15]=[CH:14][CH:13]=2)[N:18]([C:31](=[O:35])[CH:32]([CH3:34])[CH3:33])[N:19]=[C:20]([C:21]2[CH:26]=[C:25]([F:27])[CH:24]=[CH:23][C:22]=2[F:28])[O:29]1)([CH3:4])([CH3:2])[CH3:3]. (5) Given the reactants Cl.[CH2:2]([O:9][C:10](=[O:16])[C@@H:11]1[CH2:15][CH2:14][CH2:13][NH:12]1)[C:3]1[CH:8]=[CH:7][CH:6]=[CH:5][CH:4]=1.[C:17]([OH:26])(=O)[CH2:18][CH2:19][CH2:20][CH2:21][C:22]([OH:24])=O, predict the reaction product. The product is: [CH2:2]([O:9][C:10]([C@@H:11]1[CH2:15][CH2:14][CH2:13][N:12]1[C:22](=[O:24])[CH2:21][CH2:20][CH2:19][CH2:18][C:17]([N:12]1[CH2:13][CH2:14][CH2:15][C@H:11]1[C:10]([O:9][CH2:2][C:3]1[CH:8]=[CH:7][CH:6]=[CH:5][CH:4]=1)=[O:16])=[O:26])=[O:16])[C:3]1[CH:4]=[CH:5][CH:6]=[CH:7][CH:8]=1. (6) The product is: [F:1][C:2]1[CH:3]=[CH:4][C:5]([C:8]2[CH:9]=[CH:10][N:11]3[C:16]([C:17]=2[CH3:18])=[C:15]([CH:19]2[CH2:21][CH2:20]2)[CH:14]=[C:13]([C:22]([OH:24])=[O:23])[C:12]3=[O:27])=[CH:6][CH:7]=1. Given the reactants [F:1][C:2]1[CH:7]=[CH:6][C:5]([C:8]2[CH:9]=[CH:10][N:11]3[C:16]([C:17]=2[CH3:18])=[C:15]([CH:19]2[CH2:21][CH2:20]2)[CH:14]=[C:13]([C:22]([O:24]CC)=[O:23])[C:12]3=[O:27])=[CH:4][CH:3]=1.[Li+].[OH-].Cl.C(OCC)(=O)C, predict the reaction product.